From a dataset of Peptide-MHC class I binding affinity with 185,985 pairs from IEDB/IMGT. Regression. Given a peptide amino acid sequence and an MHC pseudo amino acid sequence, predict their binding affinity value. This is MHC class I binding data. The peptide sequence is EVQASKHTK. The MHC is HLA-A68:01 with pseudo-sequence HLA-A68:01. The binding affinity (normalized) is 0.625.